Dataset: Forward reaction prediction with 1.9M reactions from USPTO patents (1976-2016). Task: Predict the product of the given reaction. (1) Given the reactants [N+:1]([C:4]1[CH:38]=[CH:37][C:7]([C:8]([O:10][C@@:11]([C:18]2[N:19]=[N:20][N:21]([CH2:23][C:24]3[CH:33]=[C:32]4[C:27]([C:28](Cl)=[CH:29][C:30]([C:34]#[N:35])=[N:31]4)=[CH:26][CH:25]=3)[CH:22]=2)([C:14]([F:17])([F:16])[F:15])[CH2:12][CH3:13])=[O:9])=[CH:6][CH:5]=1)([O-:3])=[O:2].C([Sn](CCCC)(CCCC)[C:44]([O:46][CH2:47][CH3:48])=[CH2:45])CCC.[Cl-].[Li+], predict the reaction product. The product is: [N+:1]([C:4]1[CH:38]=[CH:37][C:7]([C:8]([O:10][C@@:11]([C:18]2[N:19]=[N:20][N:21]([CH2:23][C:24]3[CH:33]=[C:32]4[C:27]([C:28]([C:44]([O:46][CH2:47][CH3:48])=[CH2:45])=[CH:29][C:30]([C:34]#[N:35])=[N:31]4)=[CH:26][CH:25]=3)[CH:22]=2)([C:14]([F:17])([F:16])[F:15])[CH2:12][CH3:13])=[O:9])=[CH:6][CH:5]=1)([O-:3])=[O:2]. (2) Given the reactants [CH3:1][N:2]1[C:10]2[C:5](=[CH:6][C:7]([N+:11]([O-])=O)=[CH:8][CH:9]=2)[C:4]([CH3:14])=[N:3]1, predict the reaction product. The product is: [CH3:1][N:2]1[C:10]2[C:5](=[CH:6][C:7]([NH2:11])=[CH:8][CH:9]=2)[C:4]([CH3:14])=[N:3]1. (3) Given the reactants [N:1]1[C:6]2[NH:7][CH:8]=[CH:9][C:5]=2[C:4]([O:10][C:11]2[CH:12]=[C:13]3[C:18](=[CH:19][CH:20]=2)[C:17]([C:21](Cl)=[O:22])=[CH:16][CH:15]=[CH:14]3)=[N:3][CH:2]=1.[C:24]([C:28]1[CH:34]=[CH:33][C:31]([NH2:32])=[CH:30][CH:29]=1)([CH3:27])([CH3:26])[CH3:25].CCN(C(C)C)C(C)C, predict the reaction product. The product is: [CH3:27][C:24]([C:28]1[CH:29]=[CH:30][C:31]([NH:32][C:21]([C:17]2[C:18]3[C:13](=[CH:12][C:11]([O:10][C:4]4[C:5]5[CH:9]=[CH:8][NH:7][C:6]=5[N:1]=[CH:2][N:3]=4)=[CH:20][CH:19]=3)[CH:14]=[CH:15][CH:16]=2)=[O:22])=[CH:33][CH:34]=1)([CH3:25])[CH3:26]. (4) Given the reactants C(NC1C=CC(C2C=C3C(CN([C@@H](C(C)C)C(OC)=O)C3=O)=CC=2)=CC=1)(=O)C1C=CC=CC=1.[NH2:34][C:35]1[CH:40]=[CH:39][C:38]([C:41]2[CH:49]=[C:48]3[C:44]([CH2:45][N:46]([CH:51]4[CH2:56][CH2:55][CH2:54][CH:53]([C:57]([O:59][CH3:60])=[O:58])[CH2:52]4)[C:47]3=[O:50])=[CH:43][CH:42]=2)=[CH:37][CH:36]=1.[F:61][C:62]([F:73])([F:72])[C:63]1[CH:71]=[CH:70][C:66]([C:67](Cl)=[O:68])=[CH:65][CH:64]=1, predict the reaction product. The product is: [O:50]=[C:47]1[C:48]2[C:44](=[CH:43][CH:42]=[C:41]([C:38]3[CH:37]=[CH:36][C:35]([NH:34][C:67](=[O:68])[C:66]4[CH:70]=[CH:71][C:63]([C:62]([F:61])([F:72])[F:73])=[CH:64][CH:65]=4)=[CH:40][CH:39]=3)[CH:49]=2)[CH2:45][N:46]1[CH:51]1[CH2:56][CH2:55][CH2:54][CH:53]([C:57]([O:59][CH3:60])=[O:58])[CH2:52]1. (5) The product is: [F:26][C:23]([F:24])([F:25])[C:21]1[CH:20]=[CH:19][C:18]([O:27][CH2:28][C:29]2[CH:30]=[CH:31][C:32]([Cl:35])=[CH:33][CH:34]=2)=[C:17]([C:12]2[N:11]([C:7]3[CH:6]=[C:5]([CH:10]=[CH:9][CH:8]=3)[C:4]([OH:36])=[O:3])[C:15]([CH3:16])=[CH:14][CH:13]=2)[CH:22]=1. Given the reactants C([O:3][C:4](=[O:36])[C:5]1[CH:10]=[CH:9][CH:8]=[C:7]([N:11]2[C:15]([CH3:16])=[CH:14][CH:13]=[C:12]2[C:17]2[CH:22]=[C:21]([C:23]([F:26])([F:25])[F:24])[CH:20]=[CH:19][C:18]=2[O:27][CH2:28][C:29]2[CH:34]=[CH:33][C:32]([Cl:35])=[CH:31][CH:30]=2)[CH:6]=1)C.[OH-].[Na+].CCO, predict the reaction product.